This data is from NCI-60 drug combinations with 297,098 pairs across 59 cell lines. The task is: Regression. Given two drug SMILES strings and cell line genomic features, predict the synergy score measuring deviation from expected non-interaction effect. (1) Drug 1: C1CC(=O)NC(=O)C1N2CC3=C(C2=O)C=CC=C3N. Drug 2: B(C(CC(C)C)NC(=O)C(CC1=CC=CC=C1)NC(=O)C2=NC=CN=C2)(O)O. Cell line: ACHN. Synergy scores: CSS=0.925, Synergy_ZIP=-0.486, Synergy_Bliss=0.863, Synergy_Loewe=0.442, Synergy_HSA=-0.0436. (2) Drug 1: C1CN1C2=NC(=NC(=N2)N3CC3)N4CC4. Drug 2: N.N.Cl[Pt+2]Cl. Cell line: NCI-H522. Synergy scores: CSS=83.6, Synergy_ZIP=-7.42, Synergy_Bliss=-5.71, Synergy_Loewe=-0.691, Synergy_HSA=0.241. (3) Drug 1: CN(C)N=NC1=C(NC=N1)C(=O)N. Drug 2: C1=NC2=C(N=C(N=C2N1C3C(C(C(O3)CO)O)F)Cl)N. Cell line: OVCAR-8. Synergy scores: CSS=28.3, Synergy_ZIP=-1.07, Synergy_Bliss=-5.75, Synergy_Loewe=-35.0, Synergy_HSA=-6.56. (4) Drug 1: C1C(C(OC1N2C=C(C(=O)NC2=O)F)CO)O. Drug 2: CCN(CC)CCCC(C)NC1=C2C=C(C=CC2=NC3=C1C=CC(=C3)Cl)OC. Cell line: MCF7. Synergy scores: CSS=23.6, Synergy_ZIP=-10.1, Synergy_Bliss=-3.03, Synergy_Loewe=-7.26, Synergy_HSA=-0.0999. (5) Drug 1: C1C(C(OC1N2C=C(C(=O)NC2=O)F)CO)O. Drug 2: C1=NC(=NC(=O)N1C2C(C(C(O2)CO)O)O)N. Cell line: 786-0. Synergy scores: CSS=13.6, Synergy_ZIP=-7.64, Synergy_Bliss=-2.96, Synergy_Loewe=-11.2, Synergy_HSA=-2.01. (6) Drug 1: CN(C(=O)NC(C=O)C(C(C(CO)O)O)O)N=O. Drug 2: COCCOC1=C(C=C2C(=C1)C(=NC=N2)NC3=CC=CC(=C3)C#C)OCCOC.Cl. Cell line: MCF7. Synergy scores: CSS=-1.18, Synergy_ZIP=-1.19, Synergy_Bliss=-2.36, Synergy_Loewe=-3.89, Synergy_HSA=-3.40. (7) Drug 1: CC1C(C(CC(O1)OC2CC(CC3=C2C(=C4C(=C3O)C(=O)C5=C(C4=O)C(=CC=C5)OC)O)(C(=O)CO)O)N)O. Drug 2: CC1CC(C(C(C=C(C(C(C=CC=C(C(=O)NC2=CC(=O)C(=C(C1)C2=O)OC)C)OC)OC(=O)N)C)C)O)OC. Cell line: SK-OV-3. Synergy scores: CSS=72.5, Synergy_ZIP=4.41, Synergy_Bliss=2.63, Synergy_Loewe=0.708, Synergy_HSA=7.05. (8) Drug 1: CCCCC(=O)OCC(=O)C1(CC(C2=C(C1)C(=C3C(=C2O)C(=O)C4=C(C3=O)C=CC=C4OC)O)OC5CC(C(C(O5)C)O)NC(=O)C(F)(F)F)O. Drug 2: CN(CCCl)CCCl.Cl. Cell line: NCI-H322M. Synergy scores: CSS=5.73, Synergy_ZIP=-4.36, Synergy_Bliss=-0.693, Synergy_Loewe=-1.92, Synergy_HSA=-1.16.